This data is from Catalyst prediction with 721,799 reactions and 888 catalyst types from USPTO. The task is: Predict which catalyst facilitates the given reaction. (1) Reactant: [CH:1]([C:4]1[CH:9]=[CH:8][C:7]([C:10]2[CH:11]=[C:12]([C:16]3[CH:17]=[C:18]([CH:24]=[CH:25][CH:26]=3)[C:19]([O:21]CC)=[O:20])[CH:13]=[N:14][CH:15]=2)=[CH:6][CH:5]=1)([CH3:3])[CH3:2].O.[OH-].[Li+].Cl. Product: [CH:1]([C:4]1[CH:5]=[CH:6][C:7]([C:10]2[CH:11]=[C:12]([C:16]3[CH:17]=[C:18]([CH:24]=[CH:25][CH:26]=3)[C:19]([OH:21])=[O:20])[CH:13]=[N:14][CH:15]=2)=[CH:8][CH:9]=1)([CH3:3])[CH3:2]. The catalyst class is: 24. (2) Product: [C:30]([O:29][C:27]([N:23]1[CH2:24][CH2:25][CH2:26][CH:22]1[C:19]1[N:18]([CH2:34][O:35][CH2:36][CH2:37][Si:38]([CH3:41])([CH3:40])[CH3:39])[C:17]([CH:14]2[CH2:13][CH2:12][NH:11][CH2:16][CH2:15]2)=[CH:21][N:20]=1)=[O:28])([CH3:33])([CH3:32])[CH3:31]. The catalyst class is: 14. Reactant: C(OC([N:11]1[CH2:16][CH2:15][CH:14]([C:17]2[N:18]([CH2:34][O:35][CH2:36][CH2:37][Si:38]([CH3:41])([CH3:40])[CH3:39])[C:19]([CH:22]3[CH2:26][CH2:25][CH2:24][N:23]3[C:27]([O:29][C:30]([CH3:33])([CH3:32])[CH3:31])=[O:28])=[N:20][CH:21]=2)[CH2:13][CH2:12]1)=O)C1C=CC=CC=1. (3) Reactant: [CH3:1][C:2]1([CH3:14])[CH2:7][O:6][C:5]2([CH2:12][CH2:11][C:10](=O)[CH2:9][CH2:8]2)[O:4][CH2:3]1.[C:15]([CH2:17][C:18]([O:20][CH2:21][CH3:22])=[O:19])#[N:16].N1CCCCC1.C(O)(=O)C. Product: [CH2:21]([O:20][C:18](=[O:19])[C:17]([C:15]#[N:16])=[C:10]1[CH2:11][CH2:12][C:5]2([O:6][CH2:7][C:2]([CH3:14])([CH3:1])[CH2:3][O:4]2)[CH2:8][CH2:9]1)[CH3:22]. The catalyst class is: 8. (4) Reactant: [CH2:1]([C:8]1([C:21]([O:23][CH3:24])=[O:22])[CH2:13][CH2:12][N:11](C(OC(C)(C)C)=O)[CH2:10][CH2:9]1)[C:2]1[CH:7]=[CH:6][CH:5]=[CH:4][CH:3]=1. Product: [CH2:1]([C:8]1([C:21]([O:23][CH3:24])=[O:22])[CH2:9][CH2:10][NH:11][CH2:12][CH2:13]1)[C:2]1[CH:3]=[CH:4][CH:5]=[CH:6][CH:7]=1. The catalyst class is: 76. (5) Reactant: [CH2:1]([O:3][C:4](=[O:15])[CH:5]([C:12](Cl)=[O:13])[C:6]1[CH:11]=[CH:10][CH:9]=[CH:8][CH:7]=1)[CH3:2].[CH:16]1([C@@H:22]([NH:24][C:25]([C:27]2[C:36]3[C:31](=[CH:32][CH:33]=[CH:34][CH:35]=3)[N:30]=[C:29]([C:37]3[CH:42]=[CH:41][CH:40]=[CH:39][CH:38]=3)[C:28]=2[CH2:43][N:44]2[CH2:49][CH2:48][NH:47][CH2:46][CH2:45]2)=[O:26])[CH3:23])[CH2:21][CH2:20][CH2:19][CH2:18][CH2:17]1.C(N(CC)CC)C.CC=C(C)C. Product: [CH2:1]([O:3][C:4](=[O:15])[CH:5]([C:6]1[CH:11]=[CH:10][CH:9]=[CH:8][CH:7]=1)[C:12]([N:47]1[CH2:46][CH2:45][N:44]([CH2:43][C:28]2[C:29]([C:37]3[CH:42]=[CH:41][CH:40]=[CH:39][CH:38]=3)=[N:30][C:31]3[C:36]([C:27]=2[C:25](=[O:26])[NH:24][C@H:22]([CH:16]2[CH2:21][CH2:20][CH2:19][CH2:18][CH2:17]2)[CH3:23])=[CH:35][CH:34]=[CH:33][CH:32]=3)[CH2:49][CH2:48]1)=[O:13])[CH3:2]. The catalyst class is: 2. (6) Reactant: Cl[C:2]1[C:7]([N+:8]([O-:10])=[O:9])=[CH:6][C:5]([N+:11]([O-:13])=[O:12])=[CH:4][N:3]=1.[NH3:14]. Product: [NH2:14][C:2]1[C:7]([N+:8]([O-:10])=[O:9])=[CH:6][C:5]([N+:11]([O-:13])=[O:12])=[CH:4][N:3]=1. The catalyst class is: 8. (7) Reactant: [Br:1][C:2]1[S:3][C:4](Br)=[N:5][N:6]=1.[CH2:8]1[C:11]2([CH2:16][CH2:15][N:14]([C:17]([O:19][C:20]([CH3:23])([CH3:22])[CH3:21])=[O:18])[CH2:13][CH2:12]2)[CH2:10][NH:9]1.CCN(C(C)C)C(C)C. Product: [Br:1][C:2]1[S:3][C:4]([N:9]2[CH2:8][C:11]3([CH2:12][CH2:13][N:14]([C:17]([O:19][C:20]([CH3:23])([CH3:22])[CH3:21])=[O:18])[CH2:15][CH2:16]3)[CH2:10]2)=[N:5][N:6]=1. The catalyst class is: 38. (8) Reactant: [CH3:1][NH:2][C:3]1[CH:8]=[CH:7][C:6]([I:9])=[CH:5][N:4]=1.[C:10](=O)([O-])[O-].[K+].[K+].IC.O. Product: [CH3:1][N:2]([C:3]1[CH:8]=[CH:7][C:6]([I:9])=[CH:5][N:4]=1)[CH3:10]. The catalyst class is: 44.